This data is from Full USPTO retrosynthesis dataset with 1.9M reactions from patents (1976-2016). The task is: Predict the reactants needed to synthesize the given product. The reactants are: C([O:8][C:9]1[CH:10]=[CH:11][C:12]2[N:13]([CH2:25][OH:26])[C:14]3[C:19]([C:20]=2[CH:21]=1)=[CH:18][C:17]([N:22]([CH3:24])[CH3:23])=[CH:16][CH:15]=3)C1C=CC=CC=1.[C:27](O)(=O)C. Given the product [CH3:23][N:22]([CH3:24])[C:17]1[CH:18]=[C:19]2[C:14](=[CH:15][CH:16]=1)[N:13]([CH2:25][O:26][CH3:27])[C:12]1[CH:11]=[CH:10][C:9]([OH:8])=[CH:21][C:20]2=1, predict the reactants needed to synthesize it.